This data is from Forward reaction prediction with 1.9M reactions from USPTO patents (1976-2016). The task is: Predict the product of the given reaction. (1) The product is: [Br:1][C:2]1[CH:3]=[C:4]2[C:8](=[CH:9][CH:10]=1)[N:7]([C:11]([N:13]([CH3:14])[CH3:15])=[O:12])[CH:6]=[C:5]2[C:16]1[O:17][CH:30]=[N:29][CH:28]=1. Given the reactants [Br:1][C:2]1[CH:3]=[C:4]2[C:8](=[CH:9][CH:10]=1)[N:7]([C:11]([N:13]([CH3:15])[CH3:14])=[O:12])[CH:6]=[C:5]2[CH:16]=[O:17].CC1C=CC(S([CH2:28][N+:29]#[C-:30])(=O)=O)=CC=1.C1CCN2C(=NCCC2)CC1, predict the reaction product. (2) Given the reactants F[C:2]1[CH:3]=[CH:4][C:5]([N+:10]([O-:12])=[O:11])=[C:6]([O:8][CH3:9])[CH:7]=1.[CH3:13][N:14]1[CH2:19][CH2:18][NH:17][CH2:16][CH2:15]1.C(=O)([O-])[O-].[K+].[K+].CS(C)=O, predict the reaction product. The product is: [O:8]([C:6]1[CH:7]=[C:2]([N:17]2[CH2:18][CH2:19][N:14]([CH3:13])[CH2:15][CH2:16]2)[CH:3]=[CH:4][C:5]=1[N+:10]([O-:12])=[O:11])[CH3:9]. (3) Given the reactants [H-].[Na+].[CH3:3][N:4]1[C:8]2[CH:9]=[C:10]([C:13]3[CH:14]=[C:15](O)[CH:16]=[CH:17][CH:18]=3)[CH:11]=[CH:12][C:7]=2[N:6]=[CH:5]1.Cl[CH2:21][C@@H:22]1[CH2:24][O:23]1.C[N:26](C=O)C, predict the reaction product. The product is: [CH3:3][N:4]1[C:8]2[CH:9]=[C:10]([C:13]3[CH:14]=[C:15]([CH:16]=[CH:17][CH:18]=3)[NH:26][CH2:21][C@H:22]3[CH2:24][O:23]3)[CH:11]=[CH:12][C:7]=2[N:6]=[CH:5]1. (4) Given the reactants O.O.[Cl-].[Ca+2].[Cl-].C(=O)(O)[O-].[Na+].C1N(CCO)CCN(CCS(O)(=O)=O)C1.[CH3:26][N:27]1[C@H:36]2[CH2:37][C:38]3[CH:43]=[CH:42][C:41]([O:44][CH3:45])=[CH:40][C:39]=3[C@:30]3([C@@H:35]2[CH2:34][CH2:33][CH2:32][CH2:31]3)[CH2:29][CH2:28]1, predict the reaction product. The product is: [CH3:26][N:27]1[C@H:36]2[CH2:37][C:38]3[CH:43]=[CH:42][C:41]([O:44][CH3:45])=[CH:40][C:39]=3[C@:30]3([C@@H:35]2[CH2:34][CH2:33][CH2:32][CH2:31]3)[CH2:29][CH2:28]1.[CH3:26][N:27]1[C@H:36]2[CH2:37][C:38]3[CH:43]=[CH:42][C:41]([OH:44])=[CH:40][C:39]=3[C@:30]3([C@@H:35]2[CH2:34][CH2:33][CH2:32][CH2:31]3)[CH2:29][CH2:28]1.[CH3:45][O:44][C:41]1[CH:42]=[CH:43][C:38]2[CH2:37][C@H:36]3[NH:27][CH2:28][CH2:29][C@@:30]4([C:39]=2[CH:40]=1)[C@H:35]3[CH2:34][CH2:33][CH2:32][CH2:31]4. (5) Given the reactants [H-].[H-].[H-].[H-].[Li+].[Al+3].[Cl:7][C:8]1[CH:13]=[CH:12][C:11]([Cl:14])=[CH:10][C:9]=1[N:15]([CH:26]([CH3:32])CC(OC)=O)[S:16]([C:19]1[CH:24]=[CH:23][C:22]([Cl:25])=[CH:21][CH:20]=1)(=[O:18])=[O:17].C1C[O:36][CH2:35]C1, predict the reaction product. The product is: [Cl:25][C:22]1[CH:21]=[CH:20][C:19]([S:16]([N:15]([C:9]2[CH:10]=[C:11]([Cl:14])[CH:12]=[CH:13][C:8]=2[Cl:7])[C@H:26]([CH3:32])[CH2:35][OH:36])(=[O:18])=[O:17])=[CH:24][CH:23]=1. (6) Given the reactants [CH3:1][O:2][C:3](=[O:21])[C:4]1[CH:9]=[CH:8][C:7]([C:10]([C:12]2[C:13]3[CH2:20][CH2:19][CH2:18][C:14]=3[S:15][C:16]=2[NH2:17])=O)=[CH:6][CH:5]=1.[CH:22]1([C:25](=[O:30])[CH2:26][C:27](=O)[CH3:28])[CH2:24][CH2:23]1, predict the reaction product. The product is: [CH3:1][O:2][C:3](=[O:21])[C:4]1[CH:9]=[CH:8][C:7]([C:10]2[C:26]([C:25]([CH:22]3[CH2:24][CH2:23]3)=[O:30])=[C:27]([CH3:28])[N:17]=[C:16]3[S:15][C:14]4[CH2:18][CH2:19][CH2:20][C:13]=4[C:12]=23)=[CH:6][CH:5]=1. (7) The product is: [CH2:1]([O:8][C:9]1[CH:10]=[C:11]([CH:12]=[CH:37][C:38]([O:40][CH2:41][CH3:42])=[O:39])[CH:14]=[CH:15][C:16]=1[CH3:17])[C:2]1[CH:7]=[CH:6][CH:5]=[CH:4][CH:3]=1. Given the reactants [CH2:1]([O:8][C:9]1[CH:10]=[C:11]([CH:14]=[CH:15][C:16]=1[CH3:17])[CH:12]=O)[C:2]1[CH:7]=[CH:6][CH:5]=[CH:4][CH:3]=1.C1(P(=[CH:37][C:38]([O:40][CH2:41][CH3:42])=[O:39])(C2C=CC=CC=2)C2C=CC=CC=2)C=CC=CC=1, predict the reaction product. (8) Given the reactants [CH2:1]([C:8]1[C:16](=O)[N:15]2[C:11]([NH:12][C:13]3[CH:21]=[CH:20][CH:19]=[CH:18][C:14]=32)=[C:10]([C:22]#[N:23])[C:9]=1[CH3:24])[C:2]1[CH:7]=[CH:6][CH:5]=[CH:4][CH:3]=1.P(Cl)(Cl)([Cl:27])=O, predict the reaction product. The product is: [CH2:1]([C:8]1[C:9]([CH3:24])=[C:10]([C:22]#[N:23])[C:11]2[N:15]([C:16]=1[Cl:27])[C:14]1[CH:18]=[CH:19][CH:20]=[CH:21][C:13]=1[N:12]=2)[C:2]1[CH:7]=[CH:6][CH:5]=[CH:4][CH:3]=1. (9) The product is: [CH3:21][C:13]([CH3:22])([CH2:14][O:15][CH:16]1[CH2:20][CH2:19][O:18][CH2:17]1)[CH2:12][OH:11]. Given the reactants CC(C[AlH]CC(C)C)C.C[O:11][C:12](=O)[C:13]([CH3:22])([CH3:21])[CH2:14][O:15][CH:16]1[CH2:20][CH2:19][O:18][CH2:17]1.Cl, predict the reaction product.